Task: Regression. Given a peptide amino acid sequence and an MHC pseudo amino acid sequence, predict their binding affinity value. This is MHC class I binding data.. Dataset: Peptide-MHC class I binding affinity with 185,985 pairs from IEDB/IMGT The peptide sequence is PLWESATEV. The MHC is HLA-B15:01 with pseudo-sequence HLA-B15:01. The binding affinity (normalized) is 0.0847.